From a dataset of Full USPTO retrosynthesis dataset with 1.9M reactions from patents (1976-2016). Predict the reactants needed to synthesize the given product. (1) Given the product [F:17][C:11]1[CH:10]=[C:9]([CH:7]2[CH2:8][CH:6]2[C:4]([OH:5])=[O:3])[CH:14]=[CH:13][C:12]=1[O:15][CH3:16], predict the reactants needed to synthesize it. The reactants are: C([O:3][C:4]([CH:6]1[CH2:8][CH:7]1[C:9]1[CH:14]=[CH:13][C:12]([O:15][CH3:16])=[C:11]([F:17])[CH:10]=1)=[O:5])C.CO.O.[OH-].[Na+]. (2) The reactants are: [OH:1][C:2]1[C:9]([O:10][CH3:11])=[C:8]([N+:12]([O-:14])=[O:13])[CH:7]=[CH:6][C:3]=1[CH:4]=[O:5].[CH2:15](Br)[CH:16]=[CH2:17].CCOC(C)=O. Given the product [CH2:17]([O:1][C:2]1[C:9]([O:10][CH3:11])=[C:8]([N+:12]([O-:14])=[O:13])[CH:7]=[CH:6][C:3]=1[CH:4]=[O:5])[CH:16]=[CH2:15], predict the reactants needed to synthesize it. (3) Given the product [CH3:21][O:19][C:1](=[O:20])[CH2:2][CH2:3][CH2:4][CH2:5][CH2:6][CH2:7][CH2:8]/[CH:9]=[CH:10]\[CH2:11][CH2:12][CH2:13][CH2:14][CH2:15][CH2:16][CH2:17][CH3:18], predict the reactants needed to synthesize it. The reactants are: [C:1]([OH:20])(=[O:19])[CH2:2][CH2:3][CH2:4][CH2:5][CH2:6][CH2:7][CH2:8]/[CH:9]=[CH:10]\[CH2:11][CH2:12][CH2:13][CH2:14][CH2:15][CH2:16][CH2:17][CH3:18].[CH3:21]O.